Dataset: Full USPTO retrosynthesis dataset with 1.9M reactions from patents (1976-2016). Task: Predict the reactants needed to synthesize the given product. Given the product [CH3:20][Si:19]([CH3:22])([CH3:21])[CH2:18][CH2:17][O:16][CH2:15][N:11]1[CH:12]=[CH:13][N:14]=[C:10]1[CH2:9][NH:8][CH2:23][C:24]1[N:25]([CH2:29][O:30][CH2:31][CH2:32][Si:33]([CH3:36])([CH3:35])[CH3:34])[CH:26]=[CH:27][N:28]=1, predict the reactants needed to synthesize it. The reactants are: COC1C=CC(C[N:8]([CH2:23][C:24]2[N:25]([CH2:29][O:30][CH2:31][CH2:32][Si:33]([CH3:36])([CH3:35])[CH3:34])[CH:26]=[CH:27][N:28]=2)[CH2:9][C:10]2[N:11]([CH2:15][O:16][CH2:17][CH2:18][Si:19]([CH3:22])([CH3:21])[CH3:20])[CH:12]=[CH:13][N:14]=2)=CC=1.